This data is from Full USPTO retrosynthesis dataset with 1.9M reactions from patents (1976-2016). The task is: Predict the reactants needed to synthesize the given product. (1) Given the product [CH2:28]([C@@H:4]([CH2:5][N:6]1[CH2:11][CH2:10][C@:9]([C:12]2[CH:17]=[CH:16][CH:15]=[C:14]([C:76](=[O:77])[NH2:75])[CH:13]=2)([CH3:26])[C@@H:8]([CH3:27])[CH2:7]1)[C:3]([O:2][CH3:1])=[O:35])[C:29]1[CH:30]=[CH:31][CH:32]=[CH:33][CH:34]=1, predict the reactants needed to synthesize it. The reactants are: [CH3:1][O:2][C:3](=[O:35])[C@@H:4]([CH2:28][C:29]1[CH:34]=[CH:33][CH:32]=[CH:31][CH:30]=1)[CH2:5][N:6]1[CH2:11][CH2:10][C@@:9]([CH3:26])([C:12]2[CH:17]=[CH:16][CH:15]=[C:14](OS(C(F)(F)F)(=O)=O)[CH:13]=2)[C@@H:8]([CH3:27])[CH2:7]1.C1(P(C2C=CC=CC=2)CCCP(C2C=CC=CC=2)C2C=CC=CC=2)C=CC=CC=1.C[Si](C)(C)N[Si](C)(C)C.C[N:75](C)[CH:76]=[O:77]. (2) Given the product [CH3:7][C:6]1[CH:5]=[C:4]([O:21][C:22]([F:23])([F:24])[F:25])[CH:3]=[C:2]2[C:11]=1[O:10][CH:9]([C:12]([F:13])([F:14])[F:15])[C:49]([C:47]([O:46][CH2:45][CH3:44])=[O:48])=[CH:38]2, predict the reactants needed to synthesize it. The reactants are: I[C:2]1[CH:3]=[C:4]([O:21][C:22]([F:25])([F:24])[F:23])[CH:5]=[C:6]2[C:11]=1[O:10][CH:9]([C:12]([F:15])([F:14])[F:13])C(C(OCC)=O)=[CH:7]2.CB1OB(C)OB(C)O1.C(Cl)Cl.[C:38]([O-])([O-])=O.[Cs+].[Cs+].[CH3:44][CH2:45][O:46][C:47]([CH3:49])=[O:48]. (3) Given the product [N:34]1([C:30]2[CH:29]=[C:28]([C:26]3[CH2:25][C:24](=[O:39])[NH:23][C:9]4[CH:10]=[C:11]([C:19]([F:20])([F:21])[F:22])[C:12]([NH:14][CH2:15][CH:16]([CH3:17])[CH3:18])=[CH:13][C:8]=4[N:7]=3)[CH:33]=[CH:32][CH:31]=2)[CH:38]=[CH:37][N:36]=[CH:35]1, predict the reactants needed to synthesize it. The reactants are: C(OC(=O)[NH:7][C:8]1[CH:13]=[C:12]([NH:14][CH2:15][CH:16]([CH3:18])[CH3:17])[C:11]([C:19]([F:22])([F:21])[F:20])=[CH:10][C:9]=1[NH:23][C:24](=[O:39])[CH2:25][C:26]([C:28]1[CH:33]=[CH:32][CH:31]=[C:30]([N:34]2[CH:38]=[CH:37][N:36]=[CH:35]2)[CH:29]=1)=O)(C)(C)C.C(O)(C(F)(F)F)=O. (4) Given the product [ClH:26].[Cl:26][C:5]1[CH:4]=[CH:3][C:2]([NH:1][C:28](=[NH:31])[CH3:29])=[CH:7][C:6]=1[NH:8][C:9]1[S:10][C:11](=[CH:15][C:16]2[CH:17]=[C:18]3[C:23](=[CH:24][CH:25]=2)[N:22]=[CH:21][CH:20]=[CH:19]3)[C:12](=[O:14])[N:13]=1, predict the reactants needed to synthesize it. The reactants are: [NH2:1][C:2]1[CH:3]=[CH:4][C:5]([Cl:26])=[C:6]([NH:8][C:9]2[S:10][C:11](=[CH:15][C:16]3[CH:17]=[C:18]4[C:23](=[CH:24][CH:25]=3)[N:22]=[CH:21][CH:20]=[CH:19]4)[C:12](=[O:14])[N:13]=2)[CH:7]=1.Cl.[C:28](=[NH:31])(S)[CH3:29].CO. (5) Given the product [F:38][C:32]1[CH:33]=[CH:34][CH:35]=[C:36]([F:37])[C:31]=1[CH2:30][O:29][C:28]1[C:23]2[N:24]([C:20]([C:18]3[CH:17]=[N:16][N:15]([CH2:14][CH2:13][N:5]4[CH2:6][CH2:7][N:2]([CH3:1])[CH2:3][CH2:4]4)[CH:19]=3)=[C:21]([CH3:40])[N:22]=2)[CH:25]=[C:26]([CH3:39])[CH:27]=1, predict the reactants needed to synthesize it. The reactants are: [CH3:1][N:2]1[CH2:7][CH2:6][NH:5][CH2:4][CH2:3]1.CS(O[CH2:13][CH2:14][N:15]1[CH:19]=[C:18]([C:20]2[N:24]3[CH:25]=[C:26]([CH3:39])[CH:27]=[C:28]([O:29][CH2:30][C:31]4[C:36]([F:37])=[CH:35][CH:34]=[CH:33][C:32]=4[F:38])[C:23]3=[N:22][C:21]=2[CH3:40])[CH:17]=[N:16]1)(=O)=O.C(N(CC)C(C)C)(C)C.[I-].[Na+]. (6) Given the product [C:14]([O:1][CH:10]1[CH:2]([O:28][CH2:26][CH3:27])[CH2:3][CH:4]2[CH:8]([C:7](=[O:12])[O:6][CH2:5]2)[CH2:9]1)(=[O:13])[CH:15]=[CH2:16], predict the reactants needed to synthesize it. The reactants are: [O:1]1[CH:10]2[CH:2]1[CH:3]1C[CH:9]2[CH:8]2[CH:4]1[CH2:5][O:6][C:7]2=[O:12].[O:13]1C2[CH:14]1[CH2:15][CH:16]1[CH:15]([CH2:16]2)[C:14](=O)[O:13]C1.CO.[CH2:26]([OH:28])[CH3:27]. (7) The reactants are: [C:1]([C:5]1[CH:6]=[C:7]([NH2:25])[N:8]([C:10]2[CH:15]=[C:14]([Cl:16])[CH:13]=[C:12]([O:17][Si:18]([C:21]([CH3:24])([CH3:23])[CH3:22])([CH3:20])[CH3:19])[CH:11]=2)[N:9]=1)([CH3:4])([CH3:3])[CH3:2].[OH-].[Na+].Cl[C:29]([O:31][CH2:32][C:33]([Cl:36])([Cl:35])[Cl:34])=[O:30]. Given the product [Cl:34][C:33]([Cl:36])([Cl:35])[CH2:32][O:31][C:29](=[O:30])[NH:25][C:7]1[N:8]([C:10]2[CH:15]=[C:14]([Cl:16])[CH:13]=[C:12]([O:17][Si:18]([C:21]([CH3:24])([CH3:23])[CH3:22])([CH3:19])[CH3:20])[CH:11]=2)[N:9]=[C:5]([C:1]([CH3:4])([CH3:2])[CH3:3])[CH:6]=1, predict the reactants needed to synthesize it. (8) The reactants are: [CH:1]([C:3]1[CH:8]=[CH:7][C:6]([O:9][CH:10]2[CH2:15][CH2:14][CH2:13][CH2:12][O:11]2)=[CH:5][C:4]=1OS(C(F)(F)F)(=O)=O)=[O:2].[B:24]1([B:24]2[O:28][C:27]([CH3:30])([CH3:29])[C:26]([CH3:32])([CH3:31])[O:25]2)[O:28][C:27]([CH3:30])([CH3:29])[C:26]([CH3:32])([CH3:31])[O:25]1.CC([O-])=O.[K+].N#N. Given the product [O:11]1[CH2:12][CH2:13][CH2:14][CH2:15][CH:10]1[O:9][C:6]1[CH:7]=[CH:8][C:3]([CH:1]=[O:2])=[C:4]([B:24]2[O:28][C:27]([CH3:30])([CH3:29])[C:26]([CH3:32])([CH3:31])[O:25]2)[CH:5]=1, predict the reactants needed to synthesize it. (9) Given the product [CH3:1][O:2][C:3]1[CH:8]=[CH:7][CH:6]=[CH:5][C:4]=1[C:9]1[NH:13][C:12]2[C:14]([C:22]3[CH2:27][CH2:26][NH:25][CH2:24][CH:23]=3)=[CH:15][C:16]([C:18]([F:21])([F:19])[F:20])=[CH:17][C:11]=2[N:10]=1, predict the reactants needed to synthesize it. The reactants are: [CH3:1][O:2][C:3]1[CH:8]=[CH:7][CH:6]=[CH:5][C:4]=1[C:9]1[NH:13][C:12]2[C:14]([C:22]3[CH2:27][CH2:26][N:25](C(OC(C)(C)C)=O)[CH2:24][CH:23]=3)=[CH:15][C:16]([C:18]([F:21])([F:20])[F:19])=[CH:17][C:11]=2[N:10]=1.C(O)(C(F)(F)F)=O. (10) Given the product [OH2:3].[ClH:20].[CH:4]([C:5]1[N:9]([CH3:10])[C:8]2[CH:11]=[CH:12][C:13]([C:15]#[N:16])=[CH:14][C:7]=2[N:6]=1)=[O:3], predict the reactants needed to synthesize it. The reactants are: C([O:3][CH:4](OCC)[C:5]1[N:9]([CH3:10])[C:8]2[CH:11]=[CH:12][C:13]([C:15]#[N:16])=[CH:14][C:7]=2[N:6]=1)C.[ClH:20].